Dataset: Caco-2 cell permeability data measuring drug intestinal absorption for ~900 compounds. Task: Regression/Classification. Given a drug SMILES string, predict its absorption, distribution, metabolism, or excretion properties. Task type varies by dataset: regression for continuous measurements (e.g., permeability, clearance, half-life) or binary classification for categorical outcomes (e.g., BBB penetration, CYP inhibition). For this dataset (caco2_wang), we predict Y. (1) The compound is Clc1ccc2c(c1)CCc1cccnc1C2=C1CCNCC1. The Y is -4.06 log Papp (cm/s). (2) The molecule is Cc1onc(-c2ccccc2)c1C(=O)N[C@@H]1C(=O)N2[C@@H](C(=O)O)C(C)(C)S[C@H]12. The Y is -4.88 log Papp (cm/s). (3) The drug is COC(=O)C(C)NP(=O)(OC[C@@H]1C=C[C@H](n2cc(C)c(=O)[nH]c2=O)O1)Oc1ccc(OC)cc1. The Y is -5.98 log Papp (cm/s). (4) The compound is CN1C(=O)CC(N2CCCN(CCCN3c4ccccc4CCc4ccc(C(=O)O)cc43)CC2)N(C)C1=O. The Y is -5.36 log Papp (cm/s). (5) The drug is CC(=O)N[C@@H](Cc1ccccc1)C(=O)N(C)[C@H](Cc1ccccc1)C(=O)N(C)[C@@H](Cc1ccccc1)C(N)=O. The Y is -4.92 log Papp (cm/s). (6) The drug is COc1cc(C(=O)N2CC[C@](CCN3CCC(C(=O)N4CCN(C)CC4)(c4cccnc4)CC3)(c3ccc(Cl)c(Cl)c3)C2)cc(OC)c1OC. The Y is -5.14 log Papp (cm/s). (7) The molecule is CN1[C@@H]2CC[C@@H]1CC(OC(=O)C(CO)c1ccccc1)C2. The Y is -4.70 log Papp (cm/s).